From a dataset of M1 muscarinic receptor agonist screen with 61,833 compounds. Binary Classification. Given a drug SMILES string, predict its activity (active/inactive) in a high-throughput screening assay against a specified biological target. (1) The molecule is O=C(Nc1ccccc1)/C=N\O. The result is 0 (inactive). (2) The drug is O(C(=O)C1CCCN(C1)CC(=O)NC1=Nc2c(N=C(C1c1ccccc1)C)cccc2)CC. The result is 1 (active). (3) The drug is O1C2=C(C3(CCN(CC3)C(OCc3ccccc3)=O)C(=C1N)C#N)C(=O)CCC2. The result is 0 (inactive). (4) The compound is S(c1n(CCCC)c(nn1)c1occc1)CC(=O)c1cc2OCCOc2cc1. The result is 0 (inactive). (5) The drug is Clc1cc(N2CCN(CC2)C(=O)CN(S(=O)(=O)C)c2ccccc2)ccc1. The result is 0 (inactive). (6) The compound is Clc1ccc(C2Nc3c(n4c2ccc4)cccc3)cc1. The result is 0 (inactive). (7) The drug is s1c2nccc(N(C)C)c2c(N)c1C(=O)NCc1ccccc1. The result is 0 (inactive).